Dataset: Full USPTO retrosynthesis dataset with 1.9M reactions from patents (1976-2016). Task: Predict the reactants needed to synthesize the given product. (1) Given the product [CH2:20]([O:8][C:7](=[O:9])[C:6]1[CH:5]=[CH:4][C:3]([N:1]2[C:16]([NH2:17])=[CH:15][C:14]([CH2:18][CH3:19])=[N:2]2)=[CH:11][CH:10]=1)[CH3:21], predict the reactants needed to synthesize it. The reactants are: [NH:1]([C:3]1[CH:11]=[CH:10][C:6]([C:7]([OH:9])=[O:8])=[CH:5][CH:4]=1)[NH2:2].Cl.O=[C:14]([CH2:18][CH3:19])[CH2:15][C:16]#[N:17].[CH3:20][CH2:21]O. (2) Given the product [ClH:25].[NH2:1][C:2]1[CH:7]=[C:6]([C:8]2[CH:13]=[C:12]([C:14]([F:15])([F:16])[F:17])[CH:11]=[CH:10][C:9]=2[S:18][C:19]2[C:24]([Cl:25])=[CH:23][C:22]([S:26]([NH:29][C:30]3[S:31][CH:32]=[N:33][N:34]=3)(=[O:28])=[O:27])=[C:21]([F:46])[CH:20]=2)[CH:5]=[CH:4][N:3]=1, predict the reactants needed to synthesize it. The reactants are: [NH2:1][C:2]1[CH:7]=[C:6]([C:8]2[CH:13]=[C:12]([C:14]([F:17])([F:16])[F:15])[CH:11]=[CH:10][C:9]=2[S:18][C:19]2[C:24]([Cl:25])=[CH:23][C:22]([S:26]([N:29](CC3C=CC(OC)=CC=3OC)[C:30]3[S:31][CH:32]=[N:33][N:34]=3)(=[O:28])=[O:27])=[C:21]([F:46])[CH:20]=2)[CH:5]=[CH:4][N:3]=1.FC(F)(F)C(O)=O. (3) Given the product [ClH:21].[N:1]1([NH:7][C:8]([C:10]2[CH2:14][CH:13]([C:15]3[CH:16]=[CH:17][C:18]([Cl:21])=[CH:19][CH:20]=3)[N:12]([C:22]3[CH:27]=[CH:26][C:25]([Cl:28])=[CH:24][C:23]=3[Cl:29])[N:11]=2)=[O:9])[CH2:6][CH2:5][CH2:4][CH2:3][CH2:2]1, predict the reactants needed to synthesize it. The reactants are: [N:1]1([NH:7][C:8]([C:10]2[CH2:14][CH:13]([C:15]3[CH:20]=[CH:19][C:18]([Cl:21])=[CH:17][CH:16]=3)[N:12]([C:22]3[CH:27]=[CH:26][C:25]([Cl:28])=[CH:24][C:23]=3[Cl:29])[N:11]=2)=[O:9])[CH2:6][CH2:5][CH2:4][CH2:3][CH2:2]1.C(O)C. (4) Given the product [N:8]1([C:6]2[N:5]=[C:4]3[CH2:13][CH2:14][CH2:15][C:3]3=[C:2]([NH:16][C:17]3[CH:18]=[CH:19][C:20]([CH2:23][C:24]([O:26][CH2:27][CH3:28])=[O:25])=[CH:21][CH:22]=3)[CH:7]=2)[CH2:12][CH2:11][CH2:10][CH2:9]1, predict the reactants needed to synthesize it. The reactants are: Cl[C:2]1[CH:7]=[C:6]([N:8]2[CH2:12][CH2:11][CH2:10][CH2:9]2)[N:5]=[C:4]2[CH2:13][CH2:14][CH2:15][C:3]=12.[NH2:16][C:17]1[CH:22]=[CH:21][C:20]([CH2:23][C:24]([O:26][CH2:27][CH3:28])=[O:25])=[CH:19][CH:18]=1. (5) Given the product [C:18]1([C:2]2[C:3]([O:12][CH2:13][C:14]([F:17])([F:16])[F:15])=[N:4][CH:5]=[C:6]([CH:11]=2)[C:7]([O:9][CH3:10])=[O:8])[CH:23]=[CH:22][CH:21]=[CH:20][CH:19]=1, predict the reactants needed to synthesize it. The reactants are: Br[C:2]1[C:3]([O:12][CH2:13][C:14]([F:17])([F:16])[F:15])=[N:4][CH:5]=[C:6]([CH:11]=1)[C:7]([O:9][CH3:10])=[O:8].[C:18]1(B(O)O)[CH:23]=[CH:22][CH:21]=[CH:20][CH:19]=1.C(=O)(O)[O-].[Na+]. (6) Given the product [CH3:45][O:44][CH2:43][CH2:42][CH2:41][O:40][C:37]1[CH:36]=[CH:35][C:34]([C@@H:14]2[C@@H:15]([O:17][CH2:18][C:19]3[CH:20]=[CH:21][C:22]4[O:27][CH2:26][CH2:25][N:24]([CH2:28][CH2:29][CH2:30][O:31][CH3:32])[C:23]=4[CH:33]=3)[CH2:16][NH:11][CH2:12][C@H:13]2[O:46][CH2:49][C@@H:48]([OH:47])[CH2:50][CH2:62][CH3:63])=[CH:39][CH:38]=1, predict the reactants needed to synthesize it. The reactants are: C(OC([N:11]1[CH2:16][C@H:15]([O:17][CH2:18][C:19]2[CH:20]=[CH:21][C:22]3[O:27][CH2:26][CH2:25][N:24]([CH2:28][CH2:29][CH2:30][O:31][CH3:32])[C:23]=3[CH:33]=2)[C@@H:14]([C:34]2[CH:39]=[CH:38][C:37]([O:40][CH2:41][CH2:42][CH2:43][O:44][CH3:45])=[CH:36][CH:35]=2)[C@H:13]([OH:46])[CH2:12]1)=O)C1C=CC=CC=1.[O:47]1[CH2:49][C@H:48]1[CH2:50]OS(C1C=CC(C)=CC=1)(=O)=O.[CH2:62]([Mg]Br)[CH3:63]. (7) Given the product [ClH:1].[ClH:1].[CH2:34]([C@H:36]1[N:41]([CH3:3])[CH2:40][CH2:39][N:38]([CH2:42][C@@H:43]([C:55]2([OH:61])[CH2:60][CH2:59][CH2:58][CH2:57][CH2:56]2)[C:44]2[CH:49]=[CH:48][CH:47]=[C:46]([O:50][C:51]([F:53])([F:54])[F:52])[CH:45]=2)[CH2:37]1)[CH3:35], predict the reactants needed to synthesize it. The reactants are: [ClH:1].Cl.[CH2:3]([C@H]1N(C)CCN(C2CCCC[C@@]2(C(C2C=CC=C(OC(F)(F)F)C=2)C)O)C1)C.Cl.Cl.[CH2:34]([CH:36]1[NH:41][CH2:40][CH2:39][N:38]([CH2:42][C@@H:43]([C:55]2([OH:61])[CH2:60][CH2:59][CH2:58][CH2:57][CH2:56]2)[C:44]2[CH:49]=[CH:48][CH:47]=[C:46]([O:50][C:51]([F:54])([F:53])[F:52])[CH:45]=2)[CH2:37]1)[CH3:35].